This data is from Catalyst prediction with 721,799 reactions and 888 catalyst types from USPTO. The task is: Predict which catalyst facilitates the given reaction. Reactant: C(O[BH-](OC(=O)C)OC(=O)C)(=O)C.[Na+].[OH:15][C:16]1[CH:17]=[C:18]([CH:21]=[CH:22][CH:23]=1)[CH:19]=O.[NH2:24][C:25]1[CH:26]=[N:27][CH:28]=[CH:29][CH:30]=1. Product: [N:27]1[CH:28]=[CH:29][CH:30]=[C:25]([NH:24][CH2:19][C:18]2[CH:17]=[C:16]([OH:15])[CH:23]=[CH:22][CH:21]=2)[CH:26]=1. The catalyst class is: 2.